From a dataset of Experimentally validated miRNA-target interactions with 360,000+ pairs, plus equal number of negative samples. Binary Classification. Given a miRNA mature sequence and a target amino acid sequence, predict their likelihood of interaction. (1) The miRNA is hsa-miR-1185-1-3p with sequence AUAUACAGGGGGAGACUCUUAU. The protein sequence of the target gene is MATVTATTKVPEIRDVTRIERIGAHSHIRGLGLDDALEPRQASQGMVGQLAARRAAGVVLEMIREGKIAGRAVLIAGQPGTGKTAIAMGMAQALGPDTPFTAIAGSEIFSLEMSKTEALTQAFRRSIGVRIKEETEIIEGEVVEIQIDRPATGTGSKVGKLTLKTTEMETIYDLGTKMIESLTKDKVQAGDVITIDKATGKISKLGRSFTRARDYDAMGSQTKFVQCPDGELQKRKEVVHTVSLHEIDVINSRTQGFLALFSGDTGEIKSEVREQINAKVAEWREEGKAEIIPGVLFIDE.... Result: 1 (interaction). (2) The miRNA is cel-miR-256 with sequence UGGAAUGCAUAGAAGACUGUA. The protein sequence of the target gene is MLVGSQSFSPGGPNGIIRSQSFAGFSGLQERRSRCNSFIENSSALKKPQAKLKKMHNLGHKNNNPPKEPQPKRVEEVYRALKNGLDEYLEVHQTELDKLTAQLKDMKRNSRLGVLYDLDKQIKTIERYMRRLEFHISKVDELYEAYCIQRRLQDGASKMKQAFATSPASKAARESLTEINRSFKEYTENMCTIEVELENLLGEFSIKMKGLAGFARLCPGDQYEIFMKYGRQRWKLKGKIEVNGKQSWDGEETVFLPLIVGFISIKVTELKGLATHILVGSVTCETKELFAARPQVVAVD.... Result: 0 (no interaction). (3) The miRNA is hsa-miR-616-5p with sequence ACUCAAAACCCUUCAGUGACUU. The protein sequence of the target gene is MSGRGKQGGKARAKAKSRSSRAGLQFPVGRVHRLLRKGNYAERVGAGAPVYLAAVLEYLTAEILELAGNAARDNKKTRIIPRHLQLAIRNDEELNKLLGRVTIAQGGVLPNIQAVLLPKKTESHHKAKGK. Result: 0 (no interaction). (4) The miRNA is dme-miR-4-3p with sequence AUAAAGCUAGACAACCAUUGA. The protein sequence of the target gene is MSVPAFIDISEEDQAAELRAYLKSKGAEISEENSEGGLHVDLAQIIEACDVCLKEDDKDVESVMNSVVSLLLILEPDKQEALIESLCEKLVKFREGERPSLRLQLLSNLFHGMDKNTPVRYTVYCSLIKVAASCGAIQYIPTELDQVRKWISDWNLTTEKKHTLLRLLYEALVDCKKSDAASKVMVELLGSYTEDNASQARVDAHRCIVRALKDPNAFLFDHLLTLKPVKFLEGELIHDLLTIFVSAKLASYVKFYQNNKDFIDSLGLLHEQNMAKMRLLTFMGMAVENKEISFDTMQQE.... Result: 0 (no interaction).